This data is from Full USPTO retrosynthesis dataset with 1.9M reactions from patents (1976-2016). The task is: Predict the reactants needed to synthesize the given product. (1) Given the product [CH2:1]1[O:9][C:8]2[CH:7]=[CH:6][C:5]([CH:10]3[C:18]4[C:13](=[CH:14][CH:15]=[CH:16][CH:17]=4)[CH:12]([C:19]4[CH:20]=[CH:21][CH:22]=[CH:23][CH:24]=4)[CH:11]3[C:25]([OH:27])=[O:26])=[CH:4][C:3]=2[O:2]1, predict the reactants needed to synthesize it. The reactants are: [CH2:1]1[O:9][C:8]2[CH:7]=[CH:6][C:5]([CH:10]3[C:18]4[C:13](=[CH:14][CH:15]=[CH:16][CH:17]=4)[CH:12]([C:19]4[CH:24]=[CH:23][CH:22]=[CH:21][CH:20]=4)[CH:11]3[C:25]([O-:27])=[O:26])=[CH:4][C:3]=2[O:2]1.C1OC2C=CC(C3C4C(=CC=CC=4)C(C4C=CC=CC=4)=C3C(OCC)=O)=CC=2O1. (2) The reactants are: B(Br)(Br)Br.C[O:6][C:7]1[CH:12]=[CH:11][C:10]([C:13]2[N:17]([CH3:18])[C:16]([C:19]34[CH2:26][CH2:25][C:22]([CH2:27][CH2:28][CH2:29][CH2:30][CH3:31])([CH2:23][CH2:24]3)[CH2:21][CH2:20]4)=[N:15][N:14]=2)=[C:9]([CH3:32])[CH:8]=1. Given the product [CH3:32][C:9]1[CH:8]=[C:7]([OH:6])[CH:12]=[CH:11][C:10]=1[C:13]1[N:17]([CH3:18])[C:16]([C:19]23[CH2:24][CH2:23][C:22]([CH2:27][CH2:28][CH2:29][CH2:30][CH3:31])([CH2:25][CH2:26]2)[CH2:21][CH2:20]3)=[N:15][N:14]=1, predict the reactants needed to synthesize it. (3) Given the product [S:21]1[CH:22]=[CH:23][N:24]=[C:20]1[NH:19][C:3]([C:5]1[C:13]2[C:8](=[CH:9][N:10]=[CH:11][CH:12]=2)[N:7]([CH2:17][CH:14]2[CH2:16][CH2:15]2)[CH:6]=1)=[O:4], predict the reactants needed to synthesize it. The reactants are: CO[C:3]([C:5]1[C:13]2[C:8](=[CH:9][N:10]=[CH:11][CH:12]=2)[NH:7][CH:6]=1)=[O:4].[CH:14]1([CH2:17]Br)[CH2:16][CH2:15]1.[NH2:19][C:20]1[S:21][CH:22]=[CH:23][N:24]=1. (4) Given the product [CH3:1][C:2]1[N:7]=[C:6]2[S:8][C:9]3[CH2:13][CH2:12][CH2:11][C:10]=3[C:5]2=[C:4]([C:14]2[CH:19]=[CH:18][C:17]([CH3:20])=[CH:16][CH:15]=2)[C:3]=1[CH2:21][C:22]([OH:24])=[O:23], predict the reactants needed to synthesize it. The reactants are: [CH3:1][C:2]1[N:7]=[C:6]2[S:8][C:9]3[CH2:13][CH2:12][CH2:11][C:10]=3[C:5]2=[C:4]([C:14]2[CH:19]=[CH:18][C:17]([CH3:20])=[CH:16][CH:15]=2)[C:3]=1[CH2:21][C:22]([O:24]C)=[O:23].[O-2].[Li+].[Li+].Cl. (5) Given the product [Cl:5][C:6]1[CH:7]=[C:8]([CH3:12])[CH:9]=[CH:10][C:11]=1[N+:1]([O-:4])=[O:2].[Cl:5][C:6]1[CH:11]=[CH:10][C:9]([N+:1]([O-:3])=[O:2])=[C:8]([CH3:12])[CH:7]=1, predict the reactants needed to synthesize it. The reactants are: [N+:1]([O-:4])([OH:3])=[O:2].[Cl:5][C:6]1[CH:7]=[C:8]([CH3:12])[CH:9]=[CH:10][CH:11]=1.S(=O)(=O)(O)O. (6) Given the product [CH3:36][O:35][C:33](=[O:37])[NH:1][CH2:2][C:3]1[CH:8]=[N:7][C:6]([NH:9][CH2:10][C:11]([C:14]2[CH:15]=[CH:16][C:17]([F:20])=[CH:18][CH:19]=2)([CH3:13])[CH3:12])=[CH:5][CH:4]=1, predict the reactants needed to synthesize it. The reactants are: [NH2:1][CH2:2][C:3]1[CH:4]=[CH:5][C:6]([NH:9][CH2:10][C:11]([C:14]2[CH:19]=[CH:18][C:17]([F:20])=[CH:16][CH:15]=2)([CH3:13])[CH3:12])=[N:7][CH:8]=1.CCN(C(C)C)C(C)C.C(Cl)Cl.[C:33](=[O:37])([O:35][CH3:36])N. (7) Given the product [CH3:1][O:2][C:3]([C:5]1[C:10]([OH:11])=[C:9]([NH:19][C:20](=[O:22])[CH3:21])[CH:8]=[C:7]([CH:23]2[CH2:27][CH2:26][CH2:25][O:24]2)[N:6]=1)=[O:4], predict the reactants needed to synthesize it. The reactants are: [CH3:1][O:2][C:3]([C:5]1[C:10]([O:11]CC2C=CC=CC=2)=[C:9]([NH:19][C:20](=[O:22])[CH3:21])[CH:8]=[C:7]([C:23]2[O:24][CH:25]=[CH:26][CH:27]=2)[N:6]=1)=[O:4].CO.